Dataset: Full USPTO retrosynthesis dataset with 1.9M reactions from patents (1976-2016). Task: Predict the reactants needed to synthesize the given product. (1) Given the product [Br:24][C:25]1[CH:26]=[C:27]([CH3:54])[CH:28]=[C:29]2[C:34]=1[N:33]=[CH:32][N:31]([N:35]([C:43]1[CH:48]=[C:47]([Cl:49])[CH:46]=[CH:45][C:44]=1[S:50][CH3:51])[C:36](=[O:42])[O:37][C:38]([CH3:41])([CH3:40])[CH3:39])[C:30]2=[O:53], predict the reactants needed to synthesize it. The reactants are: BrC1C=C(C)C=C2C=1N=CN(NC1C=C(Cl)C=CC=1SC)C2=O.[Br:24][C:25]1[CH:26]=[C:27]([CH3:54])[CH:28]=[C:29]2[C:34]=1[N:33]=[CH:32][N:31]([N:35]([C:43]1[CH:48]=[C:47]([Cl:49])[CH:46]=[CH:45][C:44]=1[S:50][CH2:51]C)[C:36](=[O:42])[O:37][C:38]([CH3:41])([CH3:40])[CH3:39])[C:30]2=[O:53]. (2) Given the product [CH:34]([NH:37][C:10](=[O:12])/[C:9](/[C:13]1[CH:18]=[CH:17][C:16]([S:19]([CH3:22])(=[O:21])=[O:20])=[CH:15][CH:14]=1)=[CH:8]/[C:4]1[CH:5]=[CH:6][CH:7]=[C:2]([Br:1])[CH:3]=1)([CH3:36])[CH3:35], predict the reactants needed to synthesize it. The reactants are: [Br:1][C:2]1[CH:3]=[C:4](/[CH:8]=[C:9](\[C:13]2[CH:18]=[CH:17][C:16]([S:19]([CH3:22])(=[O:21])=[O:20])=[CH:15][CH:14]=2)/[C:10]([OH:12])=O)[CH:5]=[CH:6][CH:7]=1.S(Cl)(Cl)=O.C(N(CC)CC)C.[CH:34]([NH2:37])([CH3:36])[CH3:35].[NH4+].[Cl-]. (3) The reactants are: Br[C:2]1[C:3]2[N:4]([N:8]=[C:9]([Cl:11])[N:10]=2)[CH:5]=[CH:6][CH:7]=1.[CH3:12][O:13][C:14]1(B(O)O)[CH:19]=[CH:18][C:17]([C:20]([F:23])([F:22])[F:21])=[CH:16][NH:15]1. Given the product [Cl:11][C:9]1[N:10]=[C:3]2[C:2]([C:19]3[C:14]([O:13][CH3:12])=[N:15][CH:16]=[C:17]([C:20]([F:23])([F:21])[F:22])[CH:18]=3)=[CH:7][CH:6]=[CH:5][N:4]2[N:8]=1, predict the reactants needed to synthesize it. (4) The reactants are: C([N:8]([CH2:16][C:17]1[N:26]=[C:25]([NH:27][C@@H:28]([CH:32]([CH3:34])[CH3:33])[C:29]([NH2:31])=[O:30])[C:24]2[C:19](=[CH:20][CH:21]=[CH:22][CH:23]=2)[N:18]=1)CC1C=CC=CC=1)C1C=CC=CC=1.C([O-])=O.[NH4+].CO. Given the product [NH2:8][CH2:16][C:17]1[N:26]=[C:25]([NH:27][C@@H:28]([CH:32]([CH3:34])[CH3:33])[C:29]([NH2:31])=[O:30])[C:24]2[C:19](=[CH:20][CH:21]=[CH:22][CH:23]=2)[N:18]=1, predict the reactants needed to synthesize it. (5) Given the product [C:1]([C:5]1[N:14]=[C:8]2[CH:9]=[CH:10][C:11]([C:22]#[C:21][C:15]3[CH:20]=[CH:19][CH:18]=[CH:17][CH:16]=3)=[CH:12][N:7]2[N:6]=1)([CH3:4])([CH3:3])[CH3:2], predict the reactants needed to synthesize it. The reactants are: [C:1]([C:5]1[N:14]=[C:8]2[CH:9]=[CH:10][C:11](I)=[CH:12][N:7]2[N:6]=1)([CH3:4])([CH3:3])[CH3:2].[C:15]1([C:21]#[CH:22])[CH:20]=[CH:19][CH:18]=[CH:17][CH:16]=1. (6) Given the product [F:27][C:26]1[CH:25]=[CH:24][CH:23]=[C:22]([F:28])[C:21]=1[CH:19]1[O:18][N:17]=[C:16]([C:14]2[N:15]=[C:11]([N:9]3[CH2:8][CH2:7][N:6]([C:29](=[O:41])[CH2:30][N:31]4[C:35]([CH3:36])=[CH:34][C:33]([C:37]([F:39])([F:40])[F:38])=[N:32]4)[CH:5]([C:3]([OH:4])=[O:2])[CH2:10]3)[S:12][CH:13]=2)[CH2:20]1, predict the reactants needed to synthesize it. The reactants are: C[O:2][C:3]([CH:5]1[CH2:10][N:9]([C:11]2[S:12][CH:13]=[C:14]([C:16]3[CH2:20][CH:19]([C:21]4[C:26]([F:27])=[CH:25][CH:24]=[CH:23][C:22]=4[F:28])[O:18][N:17]=3)[N:15]=2)[CH2:8][CH2:7][N:6]1[C:29](=[O:41])[CH2:30][N:31]1[C:35]([CH3:36])=[CH:34][C:33]([C:37]([F:40])([F:39])[F:38])=[N:32]1)=[O:4].[OH-].[Na+]. (7) Given the product [CH2:1]([CH:3]([CH2:29][CH2:30][CH2:31][CH3:32])[CH2:4][C:5]1[CH:6]=[C:7]2[C:28]3[CH:27]=[C:26]([Sn:39]([CH3:41])([CH3:40])[CH3:38])[S:25][C:24]=3[C:20]3[S:21][C:22]([Sn:39]([CH3:41])([CH3:40])[CH3:38])=[CH:23][C:19]=3[C:8]2=[CH:9][C:10]=1[CH2:11][CH:12]([CH2:17][CH3:18])[CH2:13][CH2:14][CH2:15][CH3:16])[CH3:2], predict the reactants needed to synthesize it. The reactants are: [CH2:1]([CH:3]([CH2:29][CH2:30][CH2:31][CH3:32])[CH2:4][C:5]1[CH:6]=[C:7]2[C:28]3[CH:27]=[CH:26][S:25][C:24]=3[C:20]3[S:21][CH:22]=[CH:23][C:19]=3[C:8]2=[CH:9][C:10]=1[CH2:11][CH:12]([CH2:17][CH3:18])[CH2:13][CH2:14][CH2:15][CH3:16])[CH3:2].C([Li])(C)(C)C.[CH3:38][Sn:39](Cl)([CH3:41])[CH3:40].